From a dataset of Forward reaction prediction with 1.9M reactions from USPTO patents (1976-2016). Predict the product of the given reaction. (1) Given the reactants [OH:1][C:2]1[CH:7]=[CH:6][C:5]([C:8](=[O:10])[CH3:9])=[CH:4][C:3]=1[N+:11]([O-:13])=[O:12].[I-].[Na+].C(=O)([O-])[O-].[K+].[K+].[CH2:22](Br)[C:23]1[CH:28]=[CH:27][CH:26]=[CH:25][CH:24]=1, predict the reaction product. The product is: [CH2:22]([O:1][C:2]1[CH:7]=[CH:6][C:5]([C:8](=[O:10])[CH3:9])=[CH:4][C:3]=1[N+:11]([O-:13])=[O:12])[C:23]1[CH:28]=[CH:27][CH:26]=[CH:25][CH:24]=1. (2) The product is: [F:41][CH:40]([F:42])[CH2:39][O:18][C:15]1[C:14]([C:19]([O:21][CH3:22])=[O:20])=[C:12]2[CH2:13][CH:9]([C:6]3[CH:5]=[CH:4][C:3]([O:2][CH3:1])=[CH:8][CH:7]=3)[O:10][C:11]2=[CH:17][CH:16]=1. Given the reactants [CH3:1][O:2][C:3]1[CH:8]=[CH:7][C:6]([CH:9]2[CH2:13][C:12]3=[C:14]([C:19]([O:21][CH3:22])=[O:20])[C:15]([OH:18])=[CH:16][CH:17]=[C:11]3[O:10]2)=[CH:5][CH:4]=1.C(#N)C.C(NC(C)C)(C)C.FC(F)(F)S(O[CH2:39][CH:40]([F:42])[F:41])(=O)=O, predict the reaction product. (3) Given the reactants [O:1]=[CH:2][CH2:3][CH2:4][C:5]([O:7][CH3:8])=[O:6], predict the reaction product. The product is: [CH:2]([CH:3]([CH:2]([OH:1])[CH2:3][CH2:4][C:5]([O:7][CH3:8])=[O:6])[CH2:4][C:5]([O:7][CH3:8])=[O:6])=[O:1]. (4) Given the reactants [Cl:1][C:2]1[CH:7]=[C:6]([Cl:8])[CH:5]=[CH:4][C:3]=1[C:9]1[N:10]=[C:11](/[CH:16]=[CH:17]/[C:18]2[CH:23]=[CH:22][C:21]([C:24]3[CH:29]=[CH:28][C:27]([OH:30])=[CH:26][CH:25]=3)=[CH:20][CH:19]=2)[N:12]([CH2:14][CH3:15])[CH:13]=1.Br[CH2:32][CH2:33][C:34]([OH:36])=[O:35], predict the reaction product. The product is: [Cl:1][C:2]1[CH:7]=[C:6]([Cl:8])[CH:5]=[CH:4][C:3]=1[C:9]1[N:10]=[C:11](/[CH:16]=[CH:17]/[C:18]2[CH:23]=[CH:22][C:21]([C:24]3[CH:25]=[CH:26][C:27]([O:30][CH2:32][CH2:33][C:34]([OH:36])=[O:35])=[CH:28][CH:29]=3)=[CH:20][CH:19]=2)[N:12]([CH2:14][CH3:15])[CH:13]=1.